From a dataset of Full USPTO retrosynthesis dataset with 1.9M reactions from patents (1976-2016). Predict the reactants needed to synthesize the given product. (1) Given the product [Cl:1][C:2]1[C:3]([O:12][CH2:13][CH2:14][C:15]2[C:16]([O:23][CH:24]([CH3:26])[CH3:25])=[N:17][N:18]([CH2:20][CH2:21][O:22][C:28]3[C:33]([O:34][CH3:35])=[CH:32][CH:31]=[CH:30][C:29]=3[CH2:36][CH2:37][C:38]([OH:40])=[O:39])[CH:19]=2)=[N:4][CH:5]=[C:6]([C:8]([F:11])([F:10])[F:9])[CH:7]=1, predict the reactants needed to synthesize it. The reactants are: [Cl:1][C:2]1[C:3]([O:12][CH2:13][CH2:14][C:15]2[C:16]([O:23][CH:24]([CH3:26])[CH3:25])=[N:17][N:18]([CH2:20][CH2:21][OH:22])[CH:19]=2)=[N:4][CH:5]=[C:6]([C:8]([F:11])([F:10])[F:9])[CH:7]=1.O[C:28]1[C:33]([O:34][CH3:35])=[CH:32][CH:31]=[CH:30][C:29]=1[CH2:36][CH2:37][C:38]([O:40]CC)=[O:39].C(P(CCCC)CCCC)CCC.N(C(N1CCCCC1)=O)=NC(N1CCCCC1)=O.O1CCCC1CO.[OH-].[Na+].Cl. (2) The reactants are: [CH3:1][C:2]1[N:7]=[C:6]([S:8][CH2:9][C:10]2[N:15]=[CH:14][CH:13]=[CH:12][N:11]=2)[N:5]=[C:4]([OH:16])[CH:3]=1.[ClH:17].O1CCOCC1. Given the product [ClH:17].[ClH:17].[CH3:1][C:2]1[N:7]=[C:6]([S:8][CH2:9][C:10]2[N:11]=[CH:12][CH:13]=[CH:14][N:15]=2)[N:5]=[C:4]([OH:16])[CH:3]=1, predict the reactants needed to synthesize it. (3) Given the product [CH3:31][C:32]1[CH:37]=[CH:36][C:35]([C:19]2[C:20]([C:22]3[CH:23]=[CH:24][C:25]([C:28]#[N:29])=[CH:26][CH:27]=3)=[N:21][C:16]([NH:15][CH2:14][CH:11]3[CH2:10][CH2:9][NH:8][CH2:13][CH2:12]3)=[N:17][CH:18]=2)=[CH:34][CH:33]=1, predict the reactants needed to synthesize it. The reactants are: C(OC([N:8]1[CH2:13][CH2:12][CH:11]([CH2:14][NH:15][C:16]2[N:21]=[C:20]([C:22]3[CH:27]=[CH:26][C:25]([C:28]#[N:29])=[CH:24][CH:23]=3)[C:19](Cl)=[CH:18][N:17]=2)[CH2:10][CH2:9]1)=O)(C)(C)C.[CH3:31][C:32]1[CH:37]=[CH:36][C:35](B(O)O)=[CH:34][CH:33]=1. (4) Given the product [OH:4][CH2:5][C:6]1[C:15]2[C:10](=[CH:11][CH:12]=[CH:13][CH:14]=2)[C:9]([C:16]([O:18][CH3:19])=[O:17])=[CH:8][CH:7]=1, predict the reactants needed to synthesize it. The reactants are: C([O:4][CH2:5][C:6]1[C:15]2[C:10](=[CH:11][CH:12]=[CH:13][CH:14]=2)[C:9]([C:16]([O:18][CH3:19])=[O:17])=[CH:8][CH:7]=1)(=O)C.[OH-].[Na+].Cl.